Dataset: Forward reaction prediction with 1.9M reactions from USPTO patents (1976-2016). Task: Predict the product of the given reaction. (1) Given the reactants [Br:1][C:2]1[CH:7]=[CH:6][C:5]([OH:8])=[CH:4][CH:3]=1.C(=O)([O-])[O-].[K+].[K+].[CH2:15](Br)[CH:16]([CH3:18])[CH3:17], predict the reaction product. The product is: [Br:1][C:2]1[CH:7]=[CH:6][C:5]([O:8][CH2:15][CH:16]([CH3:18])[CH3:17])=[CH:4][CH:3]=1. (2) Given the reactants Br[C:2]1[CH:3]=[C:4]2[C:8](=[CH:9][CH:10]=1)[CH2:7][N:6]([C:11](OC(C)(C)C)=O)[CH2:5]2.[C:18]([O-:21])(=[O:20])[CH3:19].[K+].CC1(C)C(C)(C)OB(B2OC(C)(C)C(C)(C)O2)O1.Br[C:42]1[S:43][C:44]([C:47]2[CH:52]=[CH:51][C:50]([O:53][CH:54]([CH3:56])[CH3:55])=[C:49]([Cl:57])[CH:48]=2)=[N:45][N:46]=1.C([O-])(O)=O.[Na+].FC(F)(F)C(O)=O.C(OC(C)(C)C)(=O)C=C.C(N(CC)CC)C, predict the reaction product. The product is: [Cl:57][C:49]1[CH:48]=[C:47]([C:44]2[S:43][C:42]([C:2]3[CH:3]=[C:4]4[C:8](=[CH:9][CH:10]=3)[CH2:7][N:6]([CH2:11][CH2:19][C:18]([OH:21])=[O:20])[CH2:5]4)=[N:46][N:45]=2)[CH:52]=[CH:51][C:50]=1[O:53][CH:54]([CH3:55])[CH3:56].